Predict the reactants needed to synthesize the given product. From a dataset of Full USPTO retrosynthesis dataset with 1.9M reactions from patents (1976-2016). (1) The reactants are: [CH:1]1([C:7]([CH:16]2[CH2:21][CH2:20][CH2:19][CH2:18][CH2:17]2)=[CH:8][CH2:9][C:10]2[CH:15]=[CH:14][CH:13]=[CH:12][CH:11]=2)[CH2:6][CH2:5][CH2:4][CH2:3][CH2:2]1.[H][H]. Given the product [CH:16]1([CH:7]([CH:1]2[CH2:6][CH2:5][CH2:4][CH2:3][CH2:2]2)[CH2:8][CH2:9][C:10]2[CH:11]=[CH:12][CH:13]=[CH:14][CH:15]=2)[CH2:17][CH2:18][CH2:19][CH2:20][CH2:21]1, predict the reactants needed to synthesize it. (2) The reactants are: [CH2:1]([C:4]1[S:31][C:7]2[N:8]=[C:9]([N:25]3[CH2:29][CH2:28][C@H:27]([NH2:30])[CH2:26]3)[N:10]=[C:11]([N:12]3[CH2:17][CH2:16][N:15]4[C:18]([C:21]([F:24])([F:23])[F:22])=[N:19][N:20]=[C:14]4[CH2:13]3)[C:6]=2[CH:5]=1)[CH2:2][CH3:3].C(N(CC)CC)C.[CH2:39]([O:41][C:42](Cl)=[O:43])[CH3:40]. Given the product [CH2:39]([O:41][C:42](=[O:43])[NH:30][C@H:27]1[CH2:28][CH2:29][N:25]([C:9]2[N:10]=[C:11]([N:12]3[CH2:17][CH2:16][N:15]4[C:18]([C:21]([F:22])([F:23])[F:24])=[N:19][N:20]=[C:14]4[CH2:13]3)[C:6]3[CH:5]=[C:4]([CH2:1][CH2:2][CH3:3])[S:31][C:7]=3[N:8]=2)[CH2:26]1)[CH3:40], predict the reactants needed to synthesize it. (3) Given the product [C:1]([O:5][C:6]([NH:8][C:9]1[N:14]=[C:13]([CH2:15][CH:16]([CH:18]2[CH2:19][CH2:20][N:21]([C:24]([O:26][C:27]([CH3:30])([CH3:29])[CH3:28])=[O:25])[CH2:22][CH2:23]2)[O:17][S:39]([CH3:38])(=[O:41])=[O:40])[CH:12]=[CH:11][CH:10]=1)=[O:7])([CH3:3])([CH3:4])[CH3:2], predict the reactants needed to synthesize it. The reactants are: [C:1]([O:5][C:6]([NH:8][C:9]1[N:14]=[C:13]([CH2:15][CH:16]([CH:18]2[CH2:23][CH2:22][N:21]([C:24]([O:26][C:27]([CH3:30])([CH3:29])[CH3:28])=[O:25])[CH2:20][CH2:19]2)[OH:17])[CH:12]=[CH:11][CH:10]=1)=[O:7])([CH3:4])([CH3:3])[CH3:2].C(N(CC)CC)C.[CH3:38][S:39](Cl)(=[O:41])=[O:40].O. (4) The reactants are: C([O-])=O.[NH4+].C([N:12]1[CH2:17][CH2:16][N:15]([C:18]([C:20]2[CH:25]=[CH:24][CH:23]=[CH:22][C:21]=2[C:26]([F:29])([F:28])[F:27])=[O:19])[CH2:14][CH2:13]1)C1C=CC=CC=1. Given the product [N:15]1([C:18]([C:20]2[CH:25]=[CH:24][CH:23]=[CH:22][C:21]=2[C:26]([F:28])([F:27])[F:29])=[O:19])[CH2:16][CH2:17][NH:12][CH2:13][CH2:14]1, predict the reactants needed to synthesize it. (5) The reactants are: [Cl:1][C:2]1[CH:7]=[CH:6][C:5]([N:8]2[C:16]([CH:17]([CH:20]3[CH2:25][CH2:24][CH2:23][CH2:22][CH2:21]3)[CH2:18][OH:19])=[C:15]3[C:10]([CH:11]=[CH:12][CH:13]=[CH:14]3)=[N:9]2)=[CH:4][CH:3]=1.[CH3:26][O:27][C:28](=[O:38])[C:29]1[CH:34]=[C:33]([CH3:35])[C:32](O)=[C:31]([CH3:37])[CH:30]=1.C1(P(C2C=CC=CC=2)C2C=CC=CC=2)C=CC=CC=1.N(C(OC(C)(C)C)=O)=NC(OC(C)(C)C)=O. Given the product [CH3:26][O:27][C:28](=[O:38])[C:29]1[CH:30]=[C:31]([CH3:37])[C:32]([O:19][CH2:18][CH:17]([C:16]2[N:8]([C:5]3[CH:6]=[CH:7][C:2]([Cl:1])=[CH:3][CH:4]=3)[N:9]=[C:10]3[C:15]=2[CH:14]=[CH:13][CH:12]=[CH:11]3)[CH:20]2[CH2:25][CH2:24][CH2:23][CH2:22][CH2:21]2)=[C:33]([CH3:35])[CH:34]=1, predict the reactants needed to synthesize it. (6) Given the product [CH2:12]([O:19][CH2:20][CH2:21][NH:22][C:31]1[N:32]=[C:33]([O:42][CH3:43])[C:34]([N+:39]([O-:41])=[O:40])=[C:35]([O:37][CH3:38])[N:36]=1)[C:13]1[CH:18]=[CH:17][CH:16]=[CH:15][CH:14]=1, predict the reactants needed to synthesize it. The reactants are: C1(C)C=CC(S(O)(=O)=O)=CC=1.[CH2:12]([O:19][CH2:20][CH2:21][NH2:22])[C:13]1[CH:18]=[CH:17][CH:16]=[CH:15][CH:14]=1.C(N(CC)CC)C.Cl[C:31]1[N:36]=[C:35]([O:37][CH3:38])[C:34]([N+:39]([O-:41])=[O:40])=[C:33]([O:42][CH3:43])[N:32]=1.